Predict the product of the given reaction. From a dataset of Forward reaction prediction with 1.9M reactions from USPTO patents (1976-2016). (1) Given the reactants [CH:1]([C:4]1[CH:5]=[CH:6][C:7]([O:12][CH3:13])=[C:8]([CH:11]=1)[CH:9]=[O:10])([CH3:3])[CH3:2].[BH4-].[Na+], predict the reaction product. The product is: [CH:1]([C:4]1[CH:5]=[CH:6][C:7]([O:12][CH3:13])=[C:8]([CH2:9][OH:10])[CH:11]=1)([CH3:3])[CH3:2]. (2) The product is: [C:30]([C:27]([C:23]1[CH:22]=[C:21]([C:20]([NH:19][C:14]2[CH:15]=[CH:16][C:17]([CH3:18])=[C:12]([NH:11][C:6]3[N:7]=[CH:8][C:9]4[N:10]=[C:2]([NH:1][C:39]([C:36]5[CH:37]=[CH:38][N:34]([CH3:33])[N:35]=5)=[O:40])[S:3][C:4]=4[N:5]=3)[CH:13]=2)=[O:32])[CH:26]=[CH:25][CH:24]=1)([CH3:29])[CH3:28])#[N:31]. Given the reactants [NH2:1][C:2]1[S:3][C:4]2[N:5]=[C:6]([NH:11][C:12]3[CH:13]=[C:14]([NH:19][C:20](=[O:32])[C:21]4[CH:26]=[CH:25][CH:24]=[C:23]([C:27]([C:30]#[N:31])([CH3:29])[CH3:28])[CH:22]=4)[CH:15]=[CH:16][C:17]=3[CH3:18])[N:7]=[CH:8][C:9]=2[N:10]=1.[CH3:33][N:34]1[CH:38]=[CH:37][C:36]([C:39](O)=[O:40])=[N:35]1.F[P-](F)(F)(F)(F)F.N1(OC(N(C)C)=[N+](C)C)C2N=CC=CC=2N=N1.C(=O)([O-])O.[Na+], predict the reaction product. (3) Given the reactants F[C:2]1[CH:3]=[N:4][CH:5]=[CH:6][C:7]=1[C:8]1[O:9][C:10]2[CH:16]=[CH:15][C:14]([C:17]([F:20])([F:19])[F:18])=[CH:13][C:11]=2[N:12]=1.[NH:21]1[CH:25]=[N:24][CH:23]=[N:22]1.C(=O)([O-])[O-].[K+].[K+].CN(C=O)C, predict the reaction product. The product is: [N:21]1([C:2]2[CH:3]=[N:4][CH:5]=[CH:6][C:7]=2[C:8]2[O:9][C:10]3[CH:16]=[CH:15][C:14]([C:17]([F:20])([F:19])[F:18])=[CH:13][C:11]=3[N:12]=2)[CH:25]=[N:24][CH:23]=[N:22]1. (4) Given the reactants [CH3:1][O:2][C:3](=[O:30])[CH2:4][C:5]1[CH:10]=[CH:9][CH:8]=[C:7]([O:11][CH2:12][CH2:13][CH2:14][NH:15][CH2:16][CH:17]([C:24]2[CH:29]=[CH:28][CH:27]=[CH:26][CH:25]=2)[C:18]2[CH:23]=[CH:22][CH:21]=[CH:20][CH:19]=2)[CH:6]=1.[F:31][C:32]([F:42])([F:41])[C:33]1[CH:34]=[C:35]([CH:38]=[CH:39][CH:40]=1)[CH2:36]Br.C(=O)([O-])[O-].[K+].[K+], predict the reaction product. The product is: [CH3:1][O:2][C:3](=[O:30])[CH2:4][C:5]1[CH:10]=[CH:9][CH:8]=[C:7]([O:11][CH2:12][CH2:13][CH2:14][N:15]([CH2:16][CH:17]([C:24]2[CH:29]=[CH:28][CH:27]=[CH:26][CH:25]=2)[C:18]2[CH:19]=[CH:20][CH:21]=[CH:22][CH:23]=2)[CH2:36][C:35]2[CH:38]=[CH:39][CH:40]=[C:33]([C:32]([F:31])([F:41])[F:42])[CH:34]=2)[CH:6]=1. (5) Given the reactants [OH-:1].[K+].[Na+].[NH2:4][C:5]1[CH:14]=[C:13]2[C:8]([CH:9]=[CH:10][C:11](S([O-])(=O)=O)=[CH:12]2)=[CH:7][CH:6]=1.Cl, predict the reaction product. The product is: [NH2:4][C:5]1[CH:14]=[C:13]2[C:8]([CH:9]=[CH:10][C:11]([OH:1])=[CH:12]2)=[CH:7][CH:6]=1. (6) Given the reactants [N+:1]([C:4]1[S:8][C:7]([S:9]([N:12]2[CH2:17][CH2:16][N:15]([C:18]3[CH:23]=[CH:22][C:21]([C:24]([OH:33])([C:29]([F:32])([F:31])[F:30])[C:25]([F:28])([F:27])[F:26])=[CH:20][CH:19]=3)[C@@H:14]([CH2:34][N:35]3[CH2:40][CH2:39][O:38][CH2:37][C@@H:36]3[CH3:41])[CH2:13]2)(=[O:11])=[O:10])=[CH:6][CH:5]=1)([O-])=O.C([O-])(O)=O.[Na+], predict the reaction product. The product is: [NH2:1][C:4]1[S:8][C:7]([S:9]([N:12]2[CH2:17][CH2:16][N:15]([C:18]3[CH:19]=[CH:20][C:21]([C:24]([OH:33])([C:29]([F:32])([F:30])[F:31])[C:25]([F:27])([F:28])[F:26])=[CH:22][CH:23]=3)[C@@H:14]([CH2:34][N:35]3[CH2:40][CH2:39][O:38][CH2:37][C@@H:36]3[CH3:41])[CH2:13]2)(=[O:10])=[O:11])=[CH:6][CH:5]=1. (7) Given the reactants [F:1][C:2]1[CH:7]=[C:6]([F:8])[CH:5]=[CH:4][C:3]=1[N:9]1[C:17](=[O:18])[C:16]2[C@@H:15]3[C:19]([CH3:21])([CH3:20])[C@@:12]([CH3:22])([CH2:13][CH2:14]3)[C:11]=2[NH:10]1.[F:23][C:24]([F:34])([F:33])[C:25]1[CH:26]=[C:27]([CH:30]=[CH:31][CH:32]=1)[CH2:28]Br.ClCCl, predict the reaction product. The product is: [F:1][C:2]1[CH:7]=[C:6]([F:8])[CH:5]=[CH:4][C:3]=1[N:9]1[C:17](=[O:18])[C:16]2[C@@H:15]3[C:19]([CH3:21])([CH3:20])[C@@:12]([CH3:22])([CH2:13][CH2:14]3)[C:11]=2[N:10]1[CH2:28][C:27]1[CH:30]=[CH:31][CH:32]=[C:25]([C:24]([F:23])([F:33])[F:34])[CH:26]=1.